From a dataset of Reaction yield outcomes from USPTO patents with 853,638 reactions. Predict the reaction yield, written as a fraction of the theoretical maximum amount of product (1.0 means a 100% yield; for example, 0.34 means a 34% yield). (1) The reactants are Cl.[N:2]1[CH:7]=[CH:6][CH:5]=[CH:4][C:3]=1[C:8]1[CH2:9][CH2:10][NH:11][CH2:12][CH:13]=1.C=O.[CH:16]1([C:22]([NH2:24])=[O:23])[CH2:21][CH2:20][CH2:19][CH2:18][CH2:17]1.[C:25](=O)([O-])[O-].[K+].[K+]. The catalyst is C(O)C. The product is [N:2]1[CH:7]=[CH:6][CH:5]=[CH:4][C:3]=1[C:8]1[CH2:9][CH2:10][N:11]([CH2:25][NH:24][C:22]([CH:16]2[CH2:21][CH2:20][CH2:19][CH2:18][CH2:17]2)=[O:23])[CH2:12][CH:13]=1. The yield is 0.640. (2) The reactants are [F:1][C:2]([F:7])([F:6])[C:3]([OH:5])=[O:4].[OH:8][C:9]1[C:17]2[N:16]=[C:15]([CH2:18][O:19][C:20]3[CH:25]=[CH:24][C:23]([Cl:26])=[CH:22][CH:21]=3)[N:14]([CH2:27][CH2:28][CH2:29][CH:30]3[CH2:35][CH2:34][N:33]([C:36]([O:38][C:39]([CH3:42])([CH3:41])[CH3:40])=[O:37])[CH2:32][CH2:31]3)[C:13]=2[CH:12]=[CH:11][CH:10]=1.[H-].[Na+].[CH:45]1(Br)[CH2:47][CH2:46]1. The catalyst is CN(C)C=O. The product is [F:1][C:2]([F:7])([F:6])[C:3]([OH:5])=[O:4].[CH:3]1([O:8][C:9]2[C:17]3[N:16]=[C:15]([CH2:18][O:19][C:20]4[CH:21]=[CH:22][C:23]([Cl:26])=[CH:24][CH:25]=4)[N:14]([CH2:27][CH2:28][CH2:29][CH:30]4[CH2:31][CH2:32][N:33]([C:36]([O:38][C:39]([CH3:42])([CH3:41])[CH3:40])=[O:37])[CH2:34][CH2:35]4)[C:13]=3[CH:12]=[CH:11][CH:10]=2)[CH2:2][CH2:47][CH2:45][CH2:46]1. The yield is 0.500. (3) The reactants are [CH3:1][O:2][C:3]([C:5]1[CH:10]=[CH:9][CH:8]=[CH:7][C:6]=1[S:11][CH2:12][CH2:13][C:14]1[CH:24]=[CH:23][C:17]([O:18][CH2:19][C:20]([OH:22])=O)=[CH:16][CH:15]=1)=[O:4].[CH2:25]([NH:32][CH2:33][CH3:34])[C:26]1[CH:31]=[CH:30][CH:29]=[CH:28][CH:27]=1.F[B-](F)(F)F.N1(OC(N(C)C)=[N+](C)C)C2C=CC=CC=2N=N1.C(N(C(C)C)C(C)C)C. The catalyst is CN(C=O)C.O. The product is [CH2:25]([N:32]([CH2:33][CH3:34])[C:20](=[O:22])[CH2:19][O:18][C:17]1[CH:16]=[CH:15][C:14]([CH2:13][CH2:12][S:11][C:6]2[CH:7]=[CH:8][CH:9]=[CH:10][C:5]=2[C:3]([O:2][CH3:1])=[O:4])=[CH:24][CH:23]=1)[C:26]1[CH:31]=[CH:30][CH:29]=[CH:28][CH:27]=1. The yield is 0.512. (4) The reactants are [Cl:1][C:2]1[C:11]([C:12](=[O:14])[CH3:13])=[CH:10][C:9]2[C:4](=[C:5]([F:15])[CH:6]=[CH:7][CH:8]=2)[N:3]=1. The catalyst is C1COCC1.CCOC(C)=O. The product is [Cl:1][C:2]1[C:11]([C@H:12]([OH:14])[CH3:13])=[CH:10][C:9]2[C:4](=[C:5]([F:15])[CH:6]=[CH:7][CH:8]=2)[N:3]=1. The yield is 0.730. (5) The reactants are Br[C:2]1[CH:3]=[C:4]2[C:9]([NH:10][C@@H:11]3[CH2:15][CH2:14][C@:13]([CH3:20])([C:16]([O:18][CH3:19])=[O:17])[C:12]3([CH3:22])[CH3:21])=[C:8]([C:23](=[O:25])[NH2:24])[CH:7]=[N:6][N:5]2[CH:26]=1.[C:27]1(B(O)O)[CH:32]=[CH:31][CH:30]=[CH:29][CH:28]=1.P([O-])([O-])([O-])=O.[K+].[K+].[K+]. The catalyst is CN(C=O)C.C(P(C(C)(C)C)[C-]1C=CC=C1)(C)(C)C.[C-]1(P(C(C)(C)C)C(C)(C)C)C=CC=C1.[Fe+2].C([O-])(=O)C.[Pd+2].C([O-])(=O)C. The product is [C:23]([C:8]1[CH:7]=[N:6][N:5]2[CH:26]=[C:2]([C:27]3[CH:32]=[CH:31][CH:30]=[CH:29][CH:28]=3)[CH:3]=[C:4]2[C:9]=1[NH:10][C@@H:11]1[CH2:15][CH2:14][C@:13]([CH3:20])([C:16]([O:18][CH3:19])=[O:17])[C:12]1([CH3:21])[CH3:22])(=[O:25])[NH2:24]. The yield is 0.597. (6) The yield is 0.710. The reactants are [C:1]([C:3]1([C:8]([O:10][CH3:11])=[O:9])[CH2:7][CH2:6][CH2:5][CH2:4]1)#[N:2].[BH4-].[Na+].[C:14]([O:18][C:19](O[C:19]([O:18][C:14]([CH3:17])([CH3:16])[CH3:15])=[O:20])=[O:20])([CH3:17])([CH3:16])[CH3:15]. The catalyst is CO.C(Cl)Cl.O.[Co](Cl)Cl. The product is [C:14]([O:18][C:19]([NH:2][CH2:1][C:3]1([C:8]([O:10][CH3:11])=[O:9])[CH2:7][CH2:6][CH2:5][CH2:4]1)=[O:20])([CH3:17])([CH3:16])[CH3:15]. (7) The catalyst is CN(C=O)C. The product is [F:15][C:4]1[C:3]([CH2:2][C:16]#[N:17])=[C:12]2[C:7]([CH:8]=[CH:9][C:10]([O:13][CH3:14])=[N:11]2)=[CH:6][CH:5]=1. The yield is 1.00. The reactants are Br[CH2:2][C:3]1[C:4]([F:15])=[CH:5][CH:6]=[C:7]2[C:12]=1[N:11]=[C:10]([O:13][CH3:14])[CH:9]=[CH:8]2.[C-:16]#[N:17].[K+].